This data is from Catalyst prediction with 721,799 reactions and 888 catalyst types from USPTO. The task is: Predict which catalyst facilitates the given reaction. (1) Reactant: [NH2:1][C:2]1[CH:3]=[C:4]([C:12]([O:14][CH3:15])=[O:13])[CH:5]=[C:6]([CH:11]=1)[C:7]([O:9][CH3:10])=[O:8].[H-].[Na+].[CH3:18]I. Product: [CH3:18][NH:1][C:2]1[CH:11]=[C:6]([C:7]([O:9][CH3:10])=[O:8])[CH:5]=[C:4]([CH:3]=1)[C:12]([O:14][CH3:15])=[O:13]. The catalyst class is: 3. (2) Reactant: C[O:2][C:3](=[O:18])[C:4]1[CH:9]=[CH:8][C:7]([CH2:10][CH2:11][C:12]2[CH:17]=[CH:16][CH:15]=[CH:14][CH:13]=2)=[CH:6][CH:5]=1.[OH-].[Na+].Cl. Product: [CH2:10]([C:7]1[CH:6]=[CH:5][C:4]([C:3]([OH:18])=[O:2])=[CH:9][CH:8]=1)[CH2:11][C:12]1[CH:13]=[CH:14][CH:15]=[CH:16][CH:17]=1. The catalyst class is: 14.